From a dataset of Full USPTO retrosynthesis dataset with 1.9M reactions from patents (1976-2016). Predict the reactants needed to synthesize the given product. Given the product [Br:1][C:2]1[CH:10]=[C:9]2[C:5]([CH:6]=[CH:7][N:8]2[CH:11]2[CH2:16][CH2:15][O:27][CH2:13][CH2:12]2)=[CH:4][CH:3]=1, predict the reactants needed to synthesize it. The reactants are: [Br:1][C:2]1[CH:10]=[C:9]2[C:5]([CH:6]=[CH:7][N:8]2[CH:11]2[CH2:16][CH2:15]N(C)[CH2:13][CH2:12]2)=[CH:4][CH:3]=1.BrC1C=CC(CC=[O:27])=C(NC2CCN(C)CC2)C=1.